The task is: Regression. Given two drug SMILES strings and cell line genomic features, predict the synergy score measuring deviation from expected non-interaction effect.. This data is from NCI-60 drug combinations with 297,098 pairs across 59 cell lines. (1) Synergy scores: CSS=37.9, Synergy_ZIP=-2.65, Synergy_Bliss=0.232, Synergy_Loewe=-21.6, Synergy_HSA=1.33. Drug 2: C(=O)(N)NO. Drug 1: C1CCC(CC1)NC(=O)N(CCCl)N=O. Cell line: SNB-19. (2) Drug 1: CCCS(=O)(=O)NC1=C(C(=C(C=C1)F)C(=O)C2=CNC3=C2C=C(C=N3)C4=CC=C(C=C4)Cl)F. Drug 2: CCN(CC)CCNC(=O)C1=C(NC(=C1C)C=C2C3=C(C=CC(=C3)F)NC2=O)C. Cell line: HOP-62. Synergy scores: CSS=1.38, Synergy_ZIP=1.04, Synergy_Bliss=1.33, Synergy_Loewe=-1.04, Synergy_HSA=-1.23. (3) Drug 1: C(CC(=O)O)C(=O)CN.Cl. Drug 2: CN(C(=O)NC(C=O)C(C(C(CO)O)O)O)N=O. Cell line: LOX IMVI. Synergy scores: CSS=27.9, Synergy_ZIP=-5.46, Synergy_Bliss=-6.05, Synergy_Loewe=-22.1, Synergy_HSA=-5.06. (4) Drug 1: CC1C(C(CC(O1)OC2CC(CC3=C2C(=C4C(=C3O)C(=O)C5=C(C4=O)C(=CC=C5)OC)O)(C(=O)CO)O)N)O.Cl. Drug 2: C1C(C(OC1N2C=NC(=NC2=O)N)CO)O. Cell line: RXF 393. Synergy scores: CSS=2.48, Synergy_ZIP=-2.14, Synergy_Bliss=-0.997, Synergy_Loewe=-1.53, Synergy_HSA=-1.09. (5) Drug 1: CC12CCC(CC1=CCC3C2CCC4(C3CC=C4C5=CN=CC=C5)C)O. Cell line: OVCAR3. Synergy scores: CSS=30.1, Synergy_ZIP=-10.2, Synergy_Bliss=-1.46, Synergy_Loewe=-33.9, Synergy_HSA=-0.198. Drug 2: CCC1(C2=C(COC1=O)C(=O)N3CC4=CC5=C(C=CC(=C5CN(C)C)O)N=C4C3=C2)O.Cl.